This data is from Forward reaction prediction with 1.9M reactions from USPTO patents (1976-2016). The task is: Predict the product of the given reaction. Given the reactants [Cl:1][C:2]1[CH:3]=[C:4](/[CH:9]=[CH:10]/[CH2:11][CH2:12][OH:13])[CH:5]=[CH:6][C:7]=1[Cl:8].[CH3:14][S:15](Cl)(=[O:17])=[O:16], predict the reaction product. The product is: [CH3:14][S:15]([O:13][CH2:12][CH2:11]/[CH:10]=[CH:9]/[C:4]1[CH:5]=[CH:6][C:7]([Cl:8])=[C:2]([Cl:1])[CH:3]=1)(=[O:17])=[O:16].